From a dataset of hERG Central: cardiac toxicity at 1µM, 10µM, and general inhibition. Predict hERG channel inhibition at various concentrations. The drug is Fc1ccc(CNCCC(Cc2ccccc2)c2ccco2)cc1. Results: hERG_inhib (hERG inhibition (general)): blocker.